From a dataset of Reaction yield outcomes from USPTO patents with 853,638 reactions. Predict the reaction yield, written as a fraction of the theoretical maximum amount of product (1.0 means a 100% yield; for example, 0.34 means a 34% yield). (1) The reactants are [O:1]1[CH2:6][CH2:5][N:4]([C:7]2[CH:12]=[CH:11][C:10]([C:13]3[S:14][C:15]([NH2:18])=[CH:16][N:17]=3)=[CH:9][CH:8]=2)[CH2:3][CH2:2]1.C[Al](C)C.[NH:23](/[C:27](/[CH3:33])=[CH:28]\[C:29](OC)=[O:30])[C:24]([CH3:26])=O. The catalyst is C(Cl)Cl. The product is [CH3:26][C:24]1[N:18]([C:15]2[S:14][C:13]([C:10]3[CH:9]=[CH:8][C:7]([N:4]4[CH2:5][CH2:6][O:1][CH2:2][CH2:3]4)=[CH:12][CH:11]=3)=[N:17][CH:16]=2)[C:29](=[O:30])[CH:28]=[C:27]([CH3:33])[N:23]=1. The yield is 0.0700. (2) The reactants are CC(C1C=C(C(C)C)C=C(C(C)C)C=1S(O[CH2:20][C:21]1([OH:41])[CH2:24][N:23]([C:25]([C:27]2[C:31]([NH:32][C:33]3[CH:38]=[CH:37][C:36]([I:39])=[CH:35][C:34]=3[F:40])=[CH:30][S:29][CH:28]=2)=[O:26])[CH2:22]1)(=O)=O)C.[H-].[Na+].[C:44]([NH2:48])([CH3:47])([CH3:46])[CH3:45]. The catalyst is O1CCCC1. The product is [CH3:45][C:44]([NH:48][CH2:20][C:21]1([OH:41])[CH2:24][N:23]([C:25]([C:27]2[C:31]([NH:32][C:33]3[CH:38]=[CH:37][C:36]([I:39])=[CH:35][C:34]=3[F:40])=[CH:30][S:29][CH:28]=2)=[O:26])[CH2:22]1)([CH3:47])[CH3:46]. The yield is 0.110. (3) The reactants are [C:1]([NH:4][C@@H:5]([CH2:10][C:11]1[CH:16]=[CH:15][C:14]([C:17]2[C:18]3[C:23]([CH:24]=[C:25]4[C:30]=2[CH:29]=[CH:28][CH:27]=[CH:26]4)=[CH:22][CH:21]=[CH:20][CH:19]=3)=[CH:13][CH:12]=1)[C:6]([O:8]C)=[O:7])(=[O:3])[CH3:2].O.[OH-].[Li+]. The catalyst is C1COCC1.O.O. The product is [C:1]([NH:4][C@@H:5]([CH2:10][C:11]1[CH:12]=[CH:13][C:14]([C:17]2[C:18]3[C:23]([CH:24]=[C:25]4[C:30]=2[CH:29]=[CH:28][CH:27]=[CH:26]4)=[CH:22][CH:21]=[CH:20][CH:19]=3)=[CH:15][CH:16]=1)[C:6]([OH:8])=[O:7])(=[O:3])[CH3:2]. The yield is 0.900. (4) The reactants are [CH3:1][Si:2]([CH3:18])([CH3:17])[CH2:3][CH2:4][O:5][CH2:6][N:7]1[C:15]2[C:10](=[CH:11][CH:12]=[C:13](N)[CH:14]=2)[CH:9]=[N:8]1.N([O-])=O.[Na+].[I-:23].[K+]. The catalyst is Cl.O. The product is [I:23][C:13]1[CH:14]=[C:15]2[C:10]([CH:9]=[N:8][N:7]2[CH2:6][O:5][CH2:4][CH2:3][Si:2]([CH3:18])([CH3:17])[CH3:1])=[CH:11][CH:12]=1. The yield is 0.330. (5) The reactants are [CH2:1]([Li])CCC.C1COCC1.[I-].C[P+](C1C=CC=CC=1)(C1C=CC=CC=1)C1C=CC=CC=1.[F:32][C:33]1[C:45]([CH:46]=O)=[C:44]([F:48])[CH:43]=[CH:42][C:34]=1[C:35]([O:37][C:38]([CH3:41])([CH3:40])[CH3:39])=[O:36].[Cl-].[NH4+]. The catalyst is C1COCC1. The product is [F:32][C:33]1[C:45]([CH:46]=[CH2:1])=[C:44]([F:48])[CH:43]=[CH:42][C:34]=1[C:35]([O:37][C:38]([CH3:41])([CH3:40])[CH3:39])=[O:36]. The yield is 0.500. (6) The reactants are [Cl:1][C:2]1[CH:21]=[CH:20][C:5]([CH2:6][N:7]2[C:15]3[C:14](=[O:16])[NH:13][C:12](=[O:17])[N:11]([CH3:18])[C:10]=3[N:9]=[C:8]2S)=[CH:4][CH:3]=1.[Cl:22][O-].[Na+].[S:25](=[O:29])(=O)(O)[OH:26]. No catalyst specified. The product is [Cl:1][C:2]1[CH:21]=[CH:20][C:5]([CH2:6][N:7]2[C:15]3[C:14](=[O:16])[NH:13][C:12](=[O:17])[N:11]([CH3:18])[C:10]=3[N:9]=[C:8]2[S:25]([Cl:22])(=[O:29])=[O:26])=[CH:4][CH:3]=1. The yield is 0.476.